From a dataset of NCI-60 drug combinations with 297,098 pairs across 59 cell lines. Regression. Given two drug SMILES strings and cell line genomic features, predict the synergy score measuring deviation from expected non-interaction effect. (1) Drug 1: C1CN1P(=S)(N2CC2)N3CC3. Drug 2: CN(C(=O)NC(C=O)C(C(C(CO)O)O)O)N=O. Cell line: SK-OV-3. Synergy scores: CSS=5.38, Synergy_ZIP=-2.08, Synergy_Bliss=0.763, Synergy_Loewe=-4.70, Synergy_HSA=-0.544. (2) Drug 1: CC1=C(C=C(C=C1)NC(=O)C2=CC=C(C=C2)CN3CCN(CC3)C)NC4=NC=CC(=N4)C5=CN=CC=C5. Drug 2: C(CCl)NC(=O)N(CCCl)N=O. Cell line: TK-10. Synergy scores: CSS=4.59, Synergy_ZIP=-0.580, Synergy_Bliss=1.98, Synergy_Loewe=1.55, Synergy_HSA=1.72.